The task is: Predict the product of the given reaction.. This data is from Forward reaction prediction with 1.9M reactions from USPTO patents (1976-2016). (1) Given the reactants [CH3:1][O:2][C:3](=[O:26])[CH2:4][C@H:5]1[C:9]2[CH:10]=[CH:11][C:12]([O:14][C@H:15]3[C:23]4[C:18](=[C:19]([OH:25])[CH:20]=[CH:21][C:22]=4[F:24])[CH2:17][CH2:16]3)=[CH:13][C:8]=2[O:7][CH2:6]1.[CH3:27][N:28]1[C:36]2[C:31](=[C:32]([CH3:40])[C:33](B(O)O)=[CH:34][CH:35]=2)[CH:30]=[N:29]1, predict the reaction product. The product is: [CH3:1][O:2][C:3](=[O:26])[CH2:4][C@H:5]1[C:9]2[CH:10]=[CH:11][C:12]([O:14][C@H:15]3[C:23]4[C:18](=[C:19]([O:25][C:33]5[C:32]([CH3:40])=[C:31]6[C:36](=[CH:35][CH:34]=5)[N:28]([CH3:27])[N:29]=[CH:30]6)[CH:20]=[CH:21][C:22]=4[F:24])[CH2:17][CH2:16]3)=[CH:13][C:8]=2[O:7][CH2:6]1. (2) Given the reactants [OH:1][C:2]1[C:7]2[CH:8]=[C:9]([CH3:11])[O:10][C:6]=2[CH:5]=[C:4]([C:12]([O:14][CH2:15][CH3:16])=[O:13])[CH:3]=1.F[C:18]1[CH:23]=[CH:22][C:21]([S:24]([CH3:27])(=[O:26])=[O:25])=[CH:20][CH:19]=1.C([O-])([O-])=O.[Cs+].[Cs+], predict the reaction product. The product is: [CH3:11][C:9]1[O:10][C:6]2[CH:5]=[C:4]([C:12]([O:14][CH2:15][CH3:16])=[O:13])[CH:3]=[C:2]([O:1][C:18]3[CH:23]=[CH:22][C:21]([S:24]([CH3:27])(=[O:26])=[O:25])=[CH:20][CH:19]=3)[C:7]=2[CH:8]=1. (3) Given the reactants [C:1]([C:4]1[CH:5]=[C:6]([CH:9]=[CH:10][CH:11]=1)[CH:7]=[O:8])([OH:3])=O.[F:12][C:13]([F:24])([F:23])[O:14][C:15]1[CH:22]=[CH:21][C:18]([CH2:19][NH2:20])=[CH:17][CH:16]=1.ON1C2C=CC=CC=2N=N1.C(N=C=NC(C)C)(C)C, predict the reaction product. The product is: [CH:7]([C:6]1[CH:5]=[C:4]([CH:11]=[CH:10][CH:9]=1)[C:1]([NH:20][CH2:19][C:18]1[CH:21]=[CH:22][C:15]([O:14][C:13]([F:12])([F:23])[F:24])=[CH:16][CH:17]=1)=[O:3])=[O:8]. (4) Given the reactants [C:1]1([CH2:7][C:8]([OH:10])=O)[CH:6]=[CH:5][CH:4]=[CH:3][CH:2]=1.CN(C(ON1N=NC2C=CC=NC1=2)=[N+](C)C)C.F[P-](F)(F)(F)(F)F.[F:35][C:36]1[CH:41]=[CH:40][C:39]([C:42]2[C:50]3[O:49][C:48]([NH2:51])=[N:47][C:46]=3[C:45]([O:52][CH3:53])=[CH:44][CH:43]=2)=[CH:38][CH:37]=1, predict the reaction product. The product is: [F:35][C:36]1[CH:37]=[CH:38][C:39]([C:42]2[C:50]3[O:49][C:48]([NH:51][C:8](=[O:10])[CH2:7][C:1]4[CH:2]=[CH:3][CH:4]=[CH:5][CH:6]=4)=[N:47][C:46]=3[C:45]([O:52][CH3:53])=[CH:44][CH:43]=2)=[CH:40][CH:41]=1. (5) Given the reactants C(N(CC)CC)C.C1C=CC(P(N=[N+]=[N-])(C2C=CC=CC=2)=[O:15])=CC=1.[CH2:25]([OH:32])[C:26]1[CH:31]=[CH:30][CH:29]=[CH:28]C=1.C[CH2:34][O:35][C:36]([CH3:38])=[O:37], predict the reaction product. The product is: [CH3:34][O:35][C:36]([C@@H:38]1[C@H:26]([C:25]([OH:32])=[O:15])[CH2:31][CH:30]=[CH:29][CH2:28]1)=[O:37]. (6) Given the reactants [N+:1]([C:4]1[CH:5]=[C:6]([NH:13][C:14](=[O:24])[C:15]2[CH:20]=[CH:19][C:18]([N:21]([CH3:23])[CH3:22])=[CH:17][CH:16]=2)[CH:7]=[CH:8][C:9]=1[N+:10]([O-])=O)([O-])=O.[OH:25][CH2:26][CH2:27][O:28][C:29]1[CH:36]=[CH:35][C:32]([CH:33]=O)=[CH:31][CH:30]=1, predict the reaction product. The product is: [CH3:22][N:21]([CH3:23])[C:18]1[CH:19]=[CH:20][C:15]([C:14]([NH:13][C:6]2[CH:7]=[CH:8][C:9]3[NH:10][C:33]([C:32]4[CH:31]=[CH:30][C:29]([O:28][CH2:27][CH2:26][OH:25])=[CH:36][CH:35]=4)=[N:1][C:4]=3[CH:5]=2)=[O:24])=[CH:16][CH:17]=1.